Dataset: Full USPTO retrosynthesis dataset with 1.9M reactions from patents (1976-2016). Task: Predict the reactants needed to synthesize the given product. (1) Given the product [ClH:36].[CH3:16][N:15]([CH3:17])[C:6]1([C:9]2[CH:10]=[CH:11][CH:12]=[CH:13][CH:14]=2)[CH2:5][CH2:4][CH:3]([CH2:2][NH:1][C:51](=[O:52])[CH2:50][CH2:49][CH2:48][CH2:47][CH2:46][C:40]2[C:39]3[C:43](=[CH:44][CH:45]=[C:37]([Cl:36])[CH:38]=3)[NH:42][CH:41]=2)[CH2:8][CH2:7]1.[CH3:16][N:15]([CH3:17])[C:6]1([C:9]2[CH:14]=[CH:13][CH:12]=[CH:11][CH:10]=2)[CH2:7][CH2:8][CH:3]([CH2:2][NH:1][C:51](=[O:53])[CH2:50][CH2:49][CH2:48][CH2:47][CH2:46][C:40]2[C:39]3[C:43](=[CH:44][CH:45]=[C:37]([Cl:36])[CH:38]=3)[NH:42][CH:41]=2)[CH2:4][CH2:5]1, predict the reactants needed to synthesize it. The reactants are: [NH2:1][CH2:2][CH:3]1[CH2:8][CH2:7][C:6]([N:15]([CH3:17])[CH3:16])([C:9]2[CH:14]=[CH:13][CH:12]=[CH:11][CH:10]=2)[CH2:5][CH2:4]1.[Cl-].COC1N=C(OC)N=C([N+]2(C)CCOCC2)N=1.[Cl:36][C:37]1[CH:38]=[C:39]2[C:43](=[CH:44][CH:45]=1)[NH:42][CH:41]=[C:40]2[CH2:46][CH2:47][CH2:48][CH2:49][CH2:50][C:51]([OH:53])=[O:52].Cl[Si](C)(C)C. (2) Given the product [CH2:23]([O:22][C:20](=[O:21])[CH:19]([CH2:25][CH2:26][CH2:27][O:28][S:42]([C:39]1[CH:40]=[CH:41][C:36]([CH3:46])=[CH:37][CH:38]=1)(=[O:44])=[O:43])[CH2:18][CH2:17][C@H:9]([NH:8][C:6]([O:5][C:1]([CH3:4])([CH3:3])[CH3:2])=[O:7])[C:10]([O:12][C:13]([CH3:15])([CH3:16])[CH3:14])=[O:11])[CH3:24], predict the reactants needed to synthesize it. The reactants are: [C:1]([O:5][C:6]([NH:8][C@@H:9]([CH2:17][CH2:18][CH:19]([CH2:25][CH2:26][CH2:27][OH:28])[C:20]([O:22][CH2:23][CH3:24])=[O:21])[C:10]([O:12][C:13]([CH3:16])([CH3:15])[CH3:14])=[O:11])=[O:7])([CH3:4])([CH3:3])[CH3:2].C(N(CC)CC)C.[C:36]1([CH3:46])[CH:41]=[CH:40][C:39]([S:42](Cl)(=[O:44])=[O:43])=[CH:38][CH:37]=1. (3) Given the product [Cl:3][CH2:4][C:5]1[O:6][CH:7]=[C:8]([CH2:10][O:11][CH3:12])[N:9]=1, predict the reactants needed to synthesize it. The reactants are: N#N.[Cl:3][CH2:4][C:5]1[O:6][CH:7]=[C:8]([CH2:10][OH:11])[N:9]=1.[CH3:12]I. (4) Given the product [NH2:1][C:2]1[CH:3]=[CH:7][C:8]([C:13]#[N:14])=[C:9]([S:11][CH3:12])[N:10]=1, predict the reactants needed to synthesize it. The reactants are: [NH2:1][C:2]1[N:10]=[C:9]([S:11][CH3:12])[C:8]([C:13]#[N:14])=[CH:7][C:3]=1C(O)=O.C1CCCCC1. (5) Given the product [NH2:50][C:48](=[O:49])[CH2:47][N:11]1[CH:10]=[C:9]([O:8][C:7]2[CH:6]=[CH:5][C:4]([NH:26][C:27](=[O:36])[O:28][CH2:29][C:30]3[CH:31]=[CH:32][CH:33]=[CH:34][CH:35]=3)=[CH:3][C:2]=2[F:1])[CH:14]=[CH:13]/[C:12]/1=[N:15]/[S:16]([C:19]1[CH:24]=[CH:23][C:22]([CH3:25])=[CH:21][CH:20]=1)(=[O:18])=[O:17], predict the reactants needed to synthesize it. The reactants are: [F:1][C:2]1[CH:3]=[C:4]([NH:26][C:27](=[O:36])[O:28][CH2:29][C:30]2[CH:35]=[CH:34][CH:33]=[CH:32][CH:31]=2)[CH:5]=[CH:6][C:7]=1[O:8][C:9]1[CH:10]=[N:11][C:12]([NH:15][S:16]([C:19]2[CH:24]=[CH:23][C:22]([CH3:25])=[CH:21][CH:20]=2)(=[O:18])=[O:17])=[CH:13][CH:14]=1.C(N(CC)C(C)C)(C)C.I[CH2:47][C:48]([NH2:50])=[O:49].O. (6) Given the product [F:10][C:4]1[CH:5]=[C:6]([C:36]2([OH:40])[CH2:39][CH2:38][CH2:37]2)[CH:7]=[C:2]([F:1])[C:3]=1[C:11]1[S:12][CH:13]=[C:14]([C:16]([OH:18])=[O:17])[N:15]=1, predict the reactants needed to synthesize it. The reactants are: [F:1][C:2]1[CH:7]=[C:6](OC)[CH:5]=[C:4]([F:10])[C:3]=1[C:11]1[S:12][CH:13]=[C:14]([C:16]([OH:18])=[O:17])[N:15]=1.FC1C=C([C:36]2([OH:40])[CH2:39][CH2:38][CH2:37]2)C=C(F)C=1B1OC(C)(C)C(C)(C)O1. (7) Given the product [CH2:30]([N:32]([CH2:33][CH3:34])[C:6]1[C:5]2[C:10](=[CH:11][C:2]([F:1])=[C:3]([C:23]3[CH:28]=[CH:27][CH:26]=[CH:25][C:24]=3[CH3:29])[CH:4]=2)[N:9]=[C:8]([N:12]2[CH:16]=[C:15]([C:17]([OH:19])=[O:18])[CH:14]=[N:13]2)[N:7]=1)[CH3:31], predict the reactants needed to synthesize it. The reactants are: [F:1][C:2]1[CH:11]=[C:10]2[C:5]([C:6](=O)[NH:7][C:8]([N:12]3[CH:16]=[C:15]([C:17]([O:19]CC)=[O:18])[CH:14]=[N:13]3)=[N:9]2)=[CH:4][C:3]=1[C:23]1[CH:28]=[CH:27][CH:26]=[CH:25][C:24]=1[CH3:29].[CH2:30]([NH:32][CH2:33][CH3:34])[CH3:31].